Dataset: Reaction yield outcomes from USPTO patents with 853,638 reactions. Task: Predict the reaction yield, written as a fraction of the theoretical maximum amount of product (1.0 means a 100% yield; for example, 0.34 means a 34% yield). (1) The reactants are [F:1][C:2]1[CH:12]=[CH:11][C:5]2[N:6]=[C:7]([NH:9][NH2:10])[S:8][C:4]=2[CH:3]=1.O=[C:14]1[CH2:23][CH2:22][C:21]2[C:16](=[CH:17][CH:18]=[CH:19][CH:20]=2)[CH:15]1[C:24](OCC)=[O:25]. No catalyst specified. The product is [F:1][C:2]1[CH:12]=[CH:11][C:5]2[N:6]=[C:7]([N:9]3[C:24]([OH:25])=[C:15]4[C:14]([CH2:23][CH2:22][C:21]5[CH:20]=[CH:19][CH:18]=[CH:17][C:16]=54)=[N:10]3)[S:8][C:4]=2[CH:3]=1. The yield is 0.170. (2) The reactants are [C:1]([C:3]1[CH:11]=[C:7]([C:8]([OH:10])=O)[C:6]([OH:12])=[CH:5][CH:4]=1)#[N:2].[F:13][C:14]([F:27])([F:26])[C:15]1[CH:16]=[C:17]([CH:19]=[C:20]([C:22]([F:25])([F:24])[F:23])[CH:21]=1)[NH2:18]. No catalyst specified. The product is [F:13][C:14]([F:26])([F:27])[C:15]1[CH:16]=[C:17]([NH:18][C:8](=[O:10])[C:7]2[CH:11]=[C:3]([C:1]#[N:2])[CH:4]=[CH:5][C:6]=2[OH:12])[CH:19]=[C:20]([C:22]([F:23])([F:25])[F:24])[CH:21]=1. The yield is 0.166. (3) The reactants are CC([O-])(C)C.[Na+].[C:7]([O:11][C:12]([N:14]1[CH2:19][CH2:18][NH:17][C@@H:16]([CH:20]([CH3:22])[CH3:21])[CH2:15]1)=[O:13])([CH3:10])([CH3:9])[CH3:8].[CH2:23]([C:30]1[CH:35]=[CH:34][CH:33]=[C:32](Br)[CH:31]=1)[C:24]1[CH:29]=[CH:28][CH:27]=[CH:26][CH:25]=1.C(Cl)Cl.CO. The catalyst is C1(C)C=CC=CC=1.CCOCC.C1C=CC(/C=C/C(/C=C/C2C=CC=CC=2)=O)=CC=1.C1C=CC(/C=C/C(/C=C/C2C=CC=CC=2)=O)=CC=1.C1C=CC(/C=C/C(/C=C/C2C=CC=CC=2)=O)=CC=1.[Pd].[Pd].C1(P(C2C=CC=CC=2)C2C=CC=CC=2C2C=CC=CC=2N(C)C)C=CC=CC=1. The product is [C:7]([O:11][C:12]([N:14]1[CH2:19][CH2:18][N:17]([C:32]2[CH:33]=[CH:34][CH:35]=[C:30]([CH2:23][C:24]3[CH:29]=[CH:28][CH:27]=[CH:26][CH:25]=3)[CH:31]=2)[C@@H:16]([CH:20]([CH3:22])[CH3:21])[CH2:15]1)=[O:13])([CH3:10])([CH3:9])[CH3:8]. The yield is 0.915. (4) The product is [OH:9][C:8]1[CH:7]=[CH:6][C:5]([C:19]2[CH:20]=[C:21]3[C:27]([C:28]4[CH:29]=[CH:30][C:31]([OH:34])=[N:32][CH:33]=4)=[CH:26][NH:25][C:22]3=[N:23][CH:24]=2)=[CH:4][C:3]=1[O:2][CH3:1]. The yield is 0.800. The reactants are [CH3:1][O:2][C:3]1[CH:4]=[C:5]([C:19]2[CH:20]=[C:21]3[C:27]([C:28]4[CH:29]=[CH:30][C:31]([OH:34])=[N:32][CH:33]=4)=[CH:26][NH:25][C:22]3=[N:23][CH:24]=2)[CH:6]=[CH:7][C:8]=1[O:9]CC1C=CC(OC)=CC=1.C1(S)C=CC=CC=1.C(O)(C(F)(F)F)=O. The catalyst is ClCCl. (5) The reactants are C([O:3][C:4]([C:6]1[S:14][C:13]2[CH2:12][CH2:11][S:10][CH2:9][C:8]=2[CH:7]=1)=O)C.[H-].[H-].[H-].[H-].[Li+].[Al+3]. The catalyst is C1COCC1.C(Cl)Cl.[O-2].[O-2].[Mn+4]. The product is [S:14]1[C:13]2[CH2:12][CH2:11][S:10][CH2:9][C:8]=2[CH:7]=[C:6]1[CH:4]=[O:3]. The yield is 0.360. (6) The reactants are [Cl:1][C:2]1[N:7]=[C:6]([CH2:8][C:9]([C:11]2[C:12]([F:29])=[C:13]([NH:17][S:18]([C:21]3[C:26]([F:27])=[CH:25][CH:24]=[CH:23][C:22]=3[F:28])(=[O:20])=[O:19])[CH:14]=[CH:15][CH:16]=2)=O)[CH:5]=[CH:4][N:3]=1.ClCCl.BrN1C(=O)CCC1=O.[CH3:41][C:42]([CH3:47])([CH3:46])[C:43](=[S:45])[NH2:44]. The catalyst is C(OCC)(=O)C.O. The product is [Cl:1][C:2]1[N:7]=[C:6]([C:8]2[S:45][C:43]([C:42]([CH3:47])([CH3:46])[CH3:41])=[N:44][C:9]=2[C:11]2[C:12]([F:29])=[C:13]([NH:17][S:18]([C:21]3[C:26]([F:27])=[CH:25][CH:24]=[CH:23][C:22]=3[F:28])(=[O:20])=[O:19])[CH:14]=[CH:15][CH:16]=2)[CH:5]=[CH:4][N:3]=1. The yield is 0.800. (7) The reactants are [C:1](=[O:4])([O-])[O-:2].[K+].[K+].[CH3:7][NH:8][C:9]([C:11]1[C:15]2[CH:16]=[C:17]([O:26][CH2:27][CH3:28])[C:18]([N:20]([S:22]([CH3:25])(=[O:24])=[O:23])[CH3:21])=[CH:19][C:14]=2[O:13][C:12]=1[C:29]1[CH:34]=[CH:33][C:32]([F:35])=[CH:31][CH:30]=1)=[O:10]. The catalyst is C(#N)C. The product is [F:35][C:32]1[CH:33]=[CH:34][C:29]([C:12]2[O:13][C:14]3[CH:19]=[C:18]([N:20]([S:22]([CH3:25])(=[O:24])=[O:23])[CH3:21])[C:17]([O:26][CH2:27][C:28]4[CH:14]=[CH:15][C:11]([C:1]([OH:2])=[O:4])=[C:12]([OH:13])[CH:29]=4)=[CH:16][C:15]=3[C:11]=2[C:9](=[O:10])[NH:8][CH3:7])=[CH:30][CH:31]=1. The yield is 0.900. (8) The reactants are [S:1]1[CH:5]=[CH:4][CH:3]=[C:2]1[CH2:6][CH2:7][NH2:8].[CH:9]([C:11]1[CH:12]=[CH:13][C:14]([O:17][C:18]2[CH:26]=[CH:25][C:21]([C:22]([NH2:24])=[O:23])=[CH:20][CH:19]=2)=[N:15][CH:16]=1)=O. No catalyst specified. The product is [S:1]1[CH:5]=[CH:4][CH:3]=[C:2]1[CH2:6][CH2:7][NH:8][CH2:9][C:11]1[CH:12]=[CH:13][C:14]([O:17][C:18]2[CH:26]=[CH:25][C:21]([C:22]([NH2:24])=[O:23])=[CH:20][CH:19]=2)=[N:15][CH:16]=1. The yield is 0.270. (9) The reactants are [Br:1][C:2]1[CH:3]=[CH:4][C:5]([C:8]([OH:10])=[O:9])=[N:6][CH:7]=1.OS(O)(=O)=O.[CH3:16]O. The catalyst is C(Cl)Cl. The product is [CH3:16][O:9][C:8]([C:5]1[CH:4]=[CH:3][C:2]([Br:1])=[CH:7][N:6]=1)=[O:10]. The yield is 0.760. (10) The reactants are Br[C:2]1[CH:11]=[CH:10][C:5]([C:6]([O:8][CH3:9])=[O:7])=[CH:4][C:3]=1[O:12][CH3:13].C(=O)([O-])[O-].[Na+].[Na+].[CH:20]([O:22]CCCC)=[CH2:21]. The catalyst is CO.C([O-])(=O)C.[Pd+2].C([O-])(=O)C.C1(P(C2C=CC=CC=2)CCCP(C2C=CC=CC=2)C2C=CC=CC=2)C=CC=CC=1. The product is [C:20]([C:2]1[CH:11]=[CH:10][C:5]([C:6]([O:8][CH3:9])=[O:7])=[CH:4][C:3]=1[O:12][CH3:13])(=[O:22])[CH3:21]. The yield is 0.870.